This data is from Reaction yield outcomes from USPTO patents with 853,638 reactions. The task is: Predict the reaction yield, written as a fraction of the theoretical maximum amount of product (1.0 means a 100% yield; for example, 0.34 means a 34% yield). (1) The reactants are [Cl:1][C:2]1[S:28][C:5]2[NH:6][C:7]([C:9]([NH:11][CH:12]3[CH2:21][C:20]4[C:15](=[CH:16][CH:17]=[CH:18][CH:19]=4)[N:14]([CH2:22][CH:23]([OH:26])CO)[C:13]3=[O:27])=[O:10])=[CH:8][C:4]=2[CH:3]=1.[NH2:29][CH2:30][CH:31]([OH:34])[CH2:32][OH:33]. No catalyst specified. The product is [Cl:1][C:2]1[S:28][C:5]2[NH:6][C:7]([C:9]([NH:11][CH:12]3[CH2:21][C:20]4[C:15](=[CH:16][CH:17]=[CH:18][CH:19]=4)[N:14]([CH2:22][C:23]([NH:29][CH2:30][CH:31]([OH:34])[CH2:32][OH:33])=[O:26])[C:13]3=[O:27])=[O:10])=[CH:8][C:4]=2[CH:3]=1. The yield is 0.470. (2) The reactants are [C:1]([N:3]1[CH2:8][CH2:7][N:6]([C:9]([O:11][C:12]([CH3:15])([CH3:14])[CH3:13])=[O:10])[CH2:5][CH2:4]1)#[N:2].[NH2:16][OH:17]. The catalyst is C(O)C. The product is [OH:17][NH:16][C:1](=[NH:2])[N:3]1[CH2:4][CH2:5][N:6]([C:9]([O:11][C:12]([CH3:14])([CH3:13])[CH3:15])=[O:10])[CH2:7][CH2:8]1. The yield is 0.830. (3) The catalyst is C(O)C.[Pd]. The yield is 0.580. The reactants are [CH3:1][N:2]1[C:10]([CH:11]=[C:12]2[CH2:15][N:14]([C:16]([O:18][C:19]([CH3:22])([CH3:21])[CH3:20])=[O:17])[CH2:13]2)=[N:9][C:8]2[C:3]1=[N:4][C:5]([N:29]1[C:33]3[CH:34]=[CH:35][CH:36]=[CH:37][C:32]=3[N:31]=[C:30]1[CH2:38][CH3:39])=[N:6][C:7]=2[N:23]1[CH2:28][CH2:27][O:26][CH2:25][CH2:24]1. The product is [CH3:1][N:2]1[C:10]([CH2:11][CH:12]2[CH2:13][N:14]([C:16]([O:18][C:19]([CH3:22])([CH3:21])[CH3:20])=[O:17])[CH2:15]2)=[N:9][C:8]2[C:3]1=[N:4][C:5]([N:29]1[C:33]3[CH:34]=[CH:35][CH:36]=[CH:37][C:32]=3[N:31]=[C:30]1[CH2:38][CH3:39])=[N:6][C:7]=2[N:23]1[CH2:24][CH2:25][O:26][CH2:27][CH2:28]1. (4) The reactants are C([O:4][CH2:5][C:6]1[C:7]([N:27]2[N:36]=[CH:35][C:34]3[C:29](=[C:30]([F:41])[CH:31]=[C:32]([C:37]([CH3:40])([CH3:39])[CH3:38])[CH:33]=3)[C:28]2=[O:42])=[N:8][CH:9]=[CH:10][C:11]=1[C:12]1[CH:17]=[C:16]([NH:18][C:19]2[N:20]=[CH:21][N:22]([CH3:24])[CH:23]=2)[C:15](=[O:25])[N:14]([CH3:26])[CH:13]=1)(=O)C.O.[OH-].[Li+]. The catalyst is C(O)(C)C.C1COCC1.O. The product is [C:37]([C:32]1[CH:33]=[C:34]2[C:29](=[C:30]([F:41])[CH:31]=1)[C:28](=[O:42])[N:27]([C:7]1[C:6]([CH2:5][OH:4])=[C:11]([C:12]3[CH:17]=[C:16]([NH:18][C:19]4[N:20]=[CH:21][N:22]([CH3:24])[CH:23]=4)[C:15](=[O:25])[N:14]([CH3:26])[CH:13]=3)[CH:10]=[CH:9][N:8]=1)[N:36]=[CH:35]2)([CH3:40])([CH3:38])[CH3:39]. The yield is 0.444. (5) The reactants are [C:1]([C:5]1[CH:9]=[C:8]([NH:10][C:11](=[O:19])OC2C=CC=CC=2)[N:7]([CH:20]([CH3:22])[CH3:21])[N:6]=1)([CH3:4])([CH3:3])[CH3:2].C(N(CC)C(C)C)(C)C.[CH3:32][O:33][C:34]1[CH:35]=[C:36]2[C:41](=[CH:42][C:43]=1[O:44][CH3:45])[N:40]=[CH:39][N:38]=[C:37]2[O:46][C:47]1[CH:48]=[C:49]([CH:51]=[CH:52][CH:53]=1)[NH2:50]. The catalyst is C1COCC1. The product is [C:1]([C:5]1[CH:9]=[C:8]([NH:10][C:11]([NH:50][C:49]2[CH:51]=[CH:52][CH:53]=[C:47]([O:46][C:37]3[C:36]4[C:41](=[CH:42][C:43]([O:44][CH3:45])=[C:34]([O:33][CH3:32])[CH:35]=4)[N:40]=[CH:39][N:38]=3)[CH:48]=2)=[O:19])[N:7]([CH:20]([CH3:21])[CH3:22])[N:6]=1)([CH3:2])([CH3:3])[CH3:4]. The yield is 0.400. (6) The reactants are Br[C:2]1[CH:3]=[CH:4][C:5]([F:18])=[C:6]([C@:8]2([CH2:16][F:17])[C@@H:14]3[C@@H:12]([CH2:13]3)[O:11][C:10]([NH2:15])=[N:9]2)[CH:7]=1.[N-:19]=[N+]=[N-].[Na+].CN[C@@H]1CCCC[C@H]1NC.[NH4+].[Cl-].[OH-].[NH4+].CP(C)C. The catalyst is C(Cl)Cl.C1COCC1.O.[Cu]I.CCO. The product is [NH2:19][C:2]1[CH:3]=[CH:4][C:5]([F:18])=[C:6]([C@:8]2([CH2:16][F:17])[C@@H:14]3[C@@H:12]([CH2:13]3)[O:11][C:10]([NH2:15])=[N:9]2)[CH:7]=1. The yield is 0.920. (7) The reactants are Br[C:2]1[CH:7]=[CH:6][C:5]([C:8]2[CH:13]=[CH:12][CH:11]=[CH:10][CH:9]=2)=[CH:4][CH:3]=1.[CH3:14][O:15][C:16]1[CH:21]=[CH:20][C:19]([OH:22])=[CH:18][CH:17]=1.C(=O)([O-])[O-].[Cs+].[Cs+]. The catalyst is O1CCOCC1.O.C(OCC)(=O)C.Cl.CN(C)CC(O)=O. The product is [CH3:14][O:15][C:16]1[CH:21]=[CH:20][C:19]([O:22][C:2]2[CH:7]=[CH:6][C:5]([C:8]3[CH:13]=[CH:12][CH:11]=[CH:10][CH:9]=3)=[CH:4][CH:3]=2)=[CH:18][CH:17]=1. The yield is 1.00.